This data is from Catalyst prediction with 721,799 reactions and 888 catalyst types from USPTO. The task is: Predict which catalyst facilitates the given reaction. (1) Reactant: CC(N=P(N1CCCC1)(N1CCCC1)N1CCCC1)(C)C.[CH3:22][N:23]1[CH2:28][CH2:27][N:26]([C:29]2[CH:34]=[CH:33][C:32]([NH:35][CH:36]=[O:37])=[C:31]([O:38][CH:39]([CH3:41])[CH3:40])[CH:30]=2)[CH2:25][CH2:24]1.[F:42][C:43]1[CH:44]=[CH:45][C:46]([O:66][CH3:67])=[C:47]([C:49]2[C:53]3[N:54]=[C:55](S(C)(=O)=O)[N:56]=[CH:57][C:52]=3[S:51][C:50]=2[C:62]([O:64][CH3:65])=[O:63])[CH:48]=1. Product: [CH:36]([N:35]([C:32]1[CH:33]=[CH:34][C:29]([N:26]2[CH2:25][CH2:24][N:23]([CH3:22])[CH2:28][CH2:27]2)=[CH:30][C:31]=1[O:38][CH:39]([CH3:41])[CH3:40])[C:55]1[N:56]=[CH:57][C:52]2[S:51][C:50]([C:62]([O:64][CH3:65])=[O:63])=[C:49]([C:47]3[CH:48]=[C:43]([F:42])[CH:44]=[CH:45][C:46]=3[O:66][CH3:67])[C:53]=2[N:54]=1)=[O:37]. The catalyst class is: 3. (2) Reactant: [Cl:1][C:2]1[CH:3]=[C:4]2[C:8](=[CH:9][CH:10]=1)[N:7]([C:11]([C:13]1[CH:14]=[C:15]3[C:20](=[CH:21][C:22]=1[CH3:23])[N:19]1[C:24]([CH:27]([CH:29]4[CH2:31][CH2:30]4)[OH:28])=[N:25][N:26]=[C:18]1[C:17](=[O:32])[NH:16]3)=[O:12])[CH2:6][CH2:5]2.ClCCl.CC(OI1(OC(C)=O)(OC(C)=O)OC(=O)C2C=CC=CC1=2)=O.S([O-])([O-])(=O)=S.[Na+].[Na+]. Product: [Cl:1][C:2]1[CH:3]=[C:4]2[C:8](=[CH:9][CH:10]=1)[N:7]([C:11]([C:13]1[CH:14]=[C:15]3[C:20](=[CH:21][C:22]=1[CH3:23])[N:19]1[C:24]([C:27]([CH:29]4[CH2:31][CH2:30]4)=[O:28])=[N:25][N:26]=[C:18]1[C:17](=[O:32])[NH:16]3)=[O:12])[CH2:6][CH2:5]2. The catalyst class is: 22. (3) Reactant: C([O:3][C:4]([C:6]1[C:7]2[CH2:8][C@H:9]3[CH2:21][C@H:10]3[C:11]=2[N:12]([C:14]2[CH:19]=[N:18][C:17](Br)=[CH:16][N:15]=2)[N:13]=1)=[O:5])C.[OH-:22].[Na+]. Product: [OH:22][C:17]1[N:18]=[CH:19][C:14]([N:12]2[C:11]3[C@@H:10]4[CH2:21][C@@H:9]4[CH2:8][C:7]=3[C:6]([C:4]([OH:3])=[O:5])=[N:13]2)=[N:15][CH:16]=1. The catalyst class is: 1. (4) Reactant: [CH2:1]([O:3][C:4](=[O:28])[CH:5]([C:13]1[CH:18]=[C:17]([Br:19])[CH:16]=[C:15]([O:20][CH2:21][C:22]2[CH:27]=[CH:26][CH:25]=[CH:24][CH:23]=2)[CH:14]=1)C(OC(C)(C)C)=O)[CH3:2]. Product: [CH2:1]([O:3][C:4](=[O:28])[CH2:5][C:13]1[CH:18]=[C:17]([Br:19])[CH:16]=[C:15]([O:20][CH2:21][C:22]2[CH:23]=[CH:24][CH:25]=[CH:26][CH:27]=2)[CH:14]=1)[CH3:2]. The catalyst class is: 52. (5) Reactant: [CH3:1][O:2][C:3]([C:5]1[C:14]2[C:9](=[CH:10][CH:11]=[CH:12][CH:13]=2)[CH:8]=[CH:7][C:6]=1[NH:15][S:16]([C:19]1[CH:27]=[CH:26][CH:25]=[CH:24][C:20]=1[C:21](O)=[O:22])(=[O:18])=[O:17])=[O:4].CN1CCOCC1.[CH3:35][N:36]([CH3:42])[CH2:37][CH2:38][CH2:39][NH:40][CH3:41].F[P-](F)(F)(F)(F)F.Br[P+](N1CCCC1)(N1CCCC1)N1CCCC1.Cl. Product: [CH3:35][N:36]([CH3:42])[CH2:37][CH2:38][CH2:39][N:40]([CH3:41])[C:21]([C:20]1[CH:24]=[CH:25][CH:26]=[CH:27][C:19]=1[S:16]([NH:15][C:6]1[CH:7]=[CH:8][C:9]2[C:14](=[CH:13][CH:12]=[CH:11][CH:10]=2)[C:5]=1[C:3]([O:2][CH3:1])=[O:4])(=[O:18])=[O:17])=[O:22]. The catalyst class is: 112. (6) Reactant: Br[C:2]1[CH:22]=[C:21]([C:23]([F:26])([F:25])[F:24])[CH:20]=[CH:19][C:3]=1[CH2:4][NH:5][C:6]1[CH:11]=[CH:10][C:9]([C:12]2[CH:17]=[CH:16][C:15]([Cl:18])=[CH:14][CH:13]=2)=[CH:8][CH:7]=1.CC1(C)C(C)(C)OB([C:35]2[CH:36]=[CH:37][C:38]([C:41]([NH:43][CH2:44][CH2:45][C:46]([O:48][CH2:49][CH3:50])=[O:47])=[O:42])=[N:39][CH:40]=2)O1.C([O-])([O-])=O.[K+].[K+].O. Product: [Cl:18][C:15]1[CH:16]=[CH:17][C:12]([C:9]2[CH:10]=[CH:11][C:6]([NH:5][CH2:4][C:3]3[CH:19]=[CH:20][C:21]([C:23]([F:26])([F:25])[F:24])=[CH:22][C:2]=3[C:35]3[CH:36]=[CH:37][C:38]([C:41]([NH:43][CH2:44][CH2:45][C:46]([O:48][CH2:49][CH3:50])=[O:47])=[O:42])=[N:39][CH:40]=3)=[CH:7][CH:8]=2)=[CH:13][CH:14]=1. The catalyst class is: 800. (7) Reactant: [C:1]1([CH:7]([NH:12][S:13]([C:16]2[CH:21]=[CH:20][CH:19]=[C:18]([C:22]([F:25])([F:24])[F:23])[CH:17]=2)(=[O:15])=[O:14])[CH2:8][C:9]([OH:11])=O)[CH:6]=[CH:5][CH:4]=[CH:3][CH:2]=1.CN(C=O)C.C(Cl)(=O)C(Cl)=O.[CH3:37][NH:38][CH:39]1[C:48]2[C:43](=[CH:44][C:45]([CH2:49][N:50]3[CH2:55][CH2:54][CH2:53][CH2:52][CH2:51]3)=[CH:46][CH:47]=2)[O:42][CH2:41][CH2:40]1. Product: [CH3:37][N:38]([CH:39]1[C:48]2[C:43](=[CH:44][C:45]([CH2:49][N:50]3[CH2:55][CH2:54][CH2:53][CH2:52][CH2:51]3)=[CH:46][CH:47]=2)[O:42][CH2:41][CH2:40]1)[C:9](=[O:11])[CH2:8][CH:7]([C:1]1[CH:2]=[CH:3][CH:4]=[CH:5][CH:6]=1)[NH:12][S:13]([C:16]1[CH:21]=[CH:20][CH:19]=[C:18]([C:22]([F:24])([F:23])[F:25])[CH:17]=1)(=[O:14])=[O:15]. The catalyst class is: 2. (8) Reactant: [CH2:1]([O:8][C:9]1[N:18]=[C:17]([C:19]2[CH:20]=[C:21]3[C:25](=[CH:26][CH:27]=2)[N:24]([CH3:28])[C:23](Cl)=[C:22]3[C:30]#[N:31])[C:16]([CH2:32][CH3:33])=[C:15]([O:34][CH2:35][C:36]2[CH:41]=[CH:40][CH:39]=[CH:38][CH:37]=2)[C:10]=1[C:11]([O:13][CH3:14])=[O:12])[C:2]1[CH:7]=[CH:6][CH:5]=[CH:4][CH:3]=1.C(=O)([O-])[O-].[K+].[K+].[NH:48]1[CH2:52][CH2:51][CH2:50][CH2:49]1. Product: [CH2:1]([O:8][C:9]1[N:18]=[C:17]([C:19]2[CH:20]=[C:21]3[C:25](=[CH:26][CH:27]=2)[N:24]([CH3:28])[C:23]([N:48]2[CH2:52][CH2:51][CH2:50][CH2:49]2)=[C:22]3[C:30]#[N:31])[C:16]([CH2:32][CH3:33])=[C:15]([O:34][CH2:35][C:36]2[CH:41]=[CH:40][CH:39]=[CH:38][CH:37]=2)[C:10]=1[C:11]([O:13][CH3:14])=[O:12])[C:2]1[CH:7]=[CH:6][CH:5]=[CH:4][CH:3]=1. The catalyst class is: 3.